From a dataset of Experimentally validated miRNA-target interactions with 360,000+ pairs, plus equal number of negative samples. Binary Classification. Given a miRNA mature sequence and a target amino acid sequence, predict their likelihood of interaction. (1) The miRNA is hsa-miR-7977 with sequence UUCCCAGCCAACGCACCA. The protein sequence of the target gene is MCARGQVGRGTQLRTGRPCSQVPGSRWRPERLLRRQRAGGRPSRPHPARARPGLSLPATLLGSRAAAAVPLPLPPALAPGDPAMPVRTECPPPAGASAASAASLIPPPPINTQQPGVATSLLYSGSKFRGHQKSKGNSYDVEVVLQHVDTGNSYLCGYLKIKGLTEEYPTLTTFFEGEIISKKHPFLTRKWDADEDVDRKHWGKFLAFYQYAKSFNSDDFDYEELKNGDYVFMRWKEQFLVPDHTIKDISGASFAGFYYICFQKSAASIEGYYYHRSSEWYQSLNLTHVPEHSAPIYEFR.... Result: 0 (no interaction). (2) The miRNA is rno-miR-125a-5p with sequence UCCCUGAGACCCUUUAACCUGUGA. The protein sequence of the target gene is MRPVRENSSGARSPRVPADLARSILISLPFPPDSLAHRPPSSAPTESQGLFTVAAPAPGAPSPPATLAHLLPAPAMYSLLETELKNPVGTPTQAAGTGGPAAPGGAGKSSANAAGGANSGGGSSGGASGGGGGTDQDRVKRPMNAFMVWSRGQRRKMALENPKMHNSEISKRLGADWKLLTDAEKRPFIDEAKRLRAVHMKEYPDYKYRPRRKTKTLLKKDKYSLPSGLLPPGAAAAAAAAAAAAAAASSPVGVGQRLDTYTHVNGWANGAYSLVQEQLGYAQPPSMSSPPPPPALPPMH.... Result: 0 (no interaction).